From a dataset of NCI-60 drug combinations with 297,098 pairs across 59 cell lines. Regression. Given two drug SMILES strings and cell line genomic features, predict the synergy score measuring deviation from expected non-interaction effect. (1) Drug 1: CN1CCC(CC1)COC2=C(C=C3C(=C2)N=CN=C3NC4=C(C=C(C=C4)Br)F)OC. Drug 2: CC(C)CN1C=NC2=C1C3=CC=CC=C3N=C2N. Cell line: OVCAR3. Synergy scores: CSS=15.4, Synergy_ZIP=1.36, Synergy_Bliss=5.03, Synergy_Loewe=-3.31, Synergy_HSA=3.09. (2) Drug 1: C1=CN(C(=O)N=C1N)C2C(C(C(O2)CO)O)O.Cl. Drug 2: C1CC(=O)NC(=O)C1N2C(=O)C3=CC=CC=C3C2=O. Cell line: OVCAR3. Synergy scores: CSS=14.7, Synergy_ZIP=-1.30, Synergy_Bliss=1.91, Synergy_Loewe=-15.0, Synergy_HSA=-3.90. (3) Drug 1: C1=NC2=C(N=C(N=C2N1C3C(C(C(O3)CO)O)F)Cl)N. Drug 2: CC1=C(C(=O)C2=C(C1=O)N3CC4C(C3(C2COC(=O)N)OC)N4)N. Cell line: DU-145. Synergy scores: CSS=46.0, Synergy_ZIP=0.948, Synergy_Bliss=-0.0939, Synergy_Loewe=-9.56, Synergy_HSA=-0.111. (4) Drug 1: CC1C(C(CC(O1)OC2CC(CC3=C2C(=C4C(=C3O)C(=O)C5=C(C4=O)C(=CC=C5)OC)O)(C(=O)C)O)N)O.Cl. Drug 2: CC1=C(C(=O)C2=C(C1=O)N3CC4C(C3(C2COC(=O)N)OC)N4)N. Cell line: SF-268. Synergy scores: CSS=37.8, Synergy_ZIP=10.0, Synergy_Bliss=16.0, Synergy_Loewe=10.7, Synergy_HSA=15.0.